From a dataset of Reaction yield outcomes from USPTO patents with 853,638 reactions. Predict the reaction yield, written as a fraction of the theoretical maximum amount of product (1.0 means a 100% yield; for example, 0.34 means a 34% yield). The reactants are [CH3:1][C:2]1[CH:9]=[CH:8][C:5]([C:6]#[N:7])=[CH:4][N:3]=1.C(NC(C)C)(C)C.[Li].[F:18][C:19]([F:23])([F:22])[CH2:20]I. The catalyst is C1COCC1. The product is [F:18][C:19]([F:23])([F:22])[CH2:20][CH2:1][C:2]1[N:3]=[CH:4][C:5]([C:6]#[N:7])=[CH:8][CH:9]=1. The yield is 0.950.